From a dataset of Full USPTO retrosynthesis dataset with 1.9M reactions from patents (1976-2016). Predict the reactants needed to synthesize the given product. (1) Given the product [CH3:13][O:12][C:9]1[CH:10]=[CH:11][C:6]([CH2:5][C:4]([OH:34])=[O:3])=[CH:7][C:8]=1[O:14][C:15]1[CH:20]=[CH:19][C:18]([N:21]2[CH2:22][CH2:23][O:24][CH2:25][CH2:26]2)=[CH:17][C:16]=1[CH2:27][N:28]1[CH2:32][CH2:31][O:30][C:29]1=[O:33], predict the reactants needed to synthesize it. The reactants are: C([O:3][C:4](=[O:34])[CH2:5][C:6]1[CH:11]=[CH:10][C:9]([O:12][CH3:13])=[C:8]([O:14][C:15]2[CH:20]=[CH:19][C:18]([N:21]3[CH2:26][CH2:25][O:24][CH2:23][CH2:22]3)=[CH:17][C:16]=2[CH2:27][N:28]2[CH2:32][CH2:31][O:30][C:29]2=[O:33])[CH:7]=1)C.CO.[OH-].[Li+]. (2) Given the product [Cl:8][C:9]1[CH:18]=[CH:17][C:12]([C:13]2[N:1]=[C:2]3[N:7]=[CH:6][CH:5]=[CH:4][N:3]3[CH:14]=2)=[CH:11][CH:10]=1, predict the reactants needed to synthesize it. The reactants are: [NH2:1][C:2]1[N:7]=[CH:6][CH:5]=[CH:4][N:3]=1.[Cl:8][C:9]1[CH:18]=[CH:17][C:12]([C:13](=O)[CH2:14]Br)=[CH:11][CH:10]=1.[OH-].[Na+]. (3) Given the product [CH3:3][C:4]1[N:9]=[C:8]([CH3:10])[C:7]([C:11]([OH:13])=[O:12])=[CH:6][N:5]=1, predict the reactants needed to synthesize it. The reactants are: [OH-].[K+].[CH3:3][C:4]1[N:9]=[C:8]([CH3:10])[C:7]([C:11]([O:13]CC)=[O:12])=[CH:6][N:5]=1. (4) Given the product [F:17][C:2]([F:1])([F:18])[C:3]1[CH:8]=[CH:7][C:6]([C:9]2[CH:14]=[C:13]([CH2:15][NH2:16])[CH:12]=[CH:11][N:10]=2)=[CH:5][CH:4]=1, predict the reactants needed to synthesize it. The reactants are: [F:1][C:2]([F:18])([F:17])[C:3]1[CH:8]=[CH:7][C:6]([C:9]2[CH:14]=[C:13]([C:15]#[N:16])[CH:12]=[CH:11][N:10]=2)=[CH:5][CH:4]=1.[H-].[H-].[H-].[H-].[Li+].[Al+3]. (5) Given the product [Cl:1][C:2]1[CH:10]=[C:9]2[C:5]([CH2:6][CH2:7][NH:8]2)=[CH:4][C:3]=1[C:11]1[CH:12]=[N:13][N:14]([CH3:16])[CH:15]=1, predict the reactants needed to synthesize it. The reactants are: [Cl:1][C:2]1[CH:10]=[C:9]2[C:5]([CH:6]=[CH:7][NH:8]2)=[CH:4][C:3]=1[C:11]1[CH:12]=[N:13][N:14]([CH3:16])[CH:15]=1.C([BH3-])#N.[Na+]. (6) The reactants are: [C:1]([O:5][C:6]([NH:8][CH2:9][C@H:10]([NH:15][C:16]([C:18]1[CH:23]=[CH:22][C:21]([C:24]#[CH:25])=[CH:20][CH:19]=1)=[O:17])[C:11]([O:13][CH3:14])=[O:12])=[O:7])([CH3:4])([CH3:3])[CH3:2].[C:26]([O:30][C:31]([NH:33][CH2:34][C:35]([NH:37][C:38]1[CH:43]=[CH:42][C:41](I)=[CH:40][CH:39]=1)=[O:36])=[O:32])([CH3:29])([CH3:28])[CH3:27].CCN(CC)CC. Given the product [C:1]([O:5][C:6]([NH:8][CH2:9][C@H:10]([NH:15][C:16]([C:18]1[CH:19]=[CH:20][C:21]([C:24]#[C:25][C:41]2[CH:42]=[CH:43][C:38]([NH:37][C:35](=[O:36])[CH2:34][NH:33][C:31]([O:30][C:26]([CH3:28])([CH3:27])[CH3:29])=[O:32])=[CH:39][CH:40]=2)=[CH:22][CH:23]=1)=[O:17])[C:11]([O:13][CH3:14])=[O:12])=[O:7])([CH3:4])([CH3:3])[CH3:2], predict the reactants needed to synthesize it. (7) Given the product [Br:18][C:15]1[CH:16]=[CH:17][C:12]([C:11]2[O:2][C:3](=[O:19])[C:4]3[C:5]([CH:10]=2)=[CH:6][CH:7]=[CH:8][CH:9]=3)=[CH:13][CH:14]=1, predict the reactants needed to synthesize it. The reactants are: C[O:2][C:3](=[O:19])[C:4]1[CH:9]=[CH:8][CH:7]=[CH:6][C:5]=1[C:10]#[C:11][C:12]1[CH:17]=[CH:16][C:15]([Br:18])=[CH:14][CH:13]=1. (8) Given the product [CH2:3]([N:2]([CH3:1])[C:30]([C:29]1[CH:28]=[N:27][N:23]2[C:24](=[O:26])[CH:25]=[C:20]([C:17]3[CH:18]=[CH:19][C:11]4[O:10][CH2:15][CH2:14][O:13][C:12]=4[CH:16]=3)[NH:21][C:22]=12)=[O:31])[C:4]1[CH:9]=[CH:8][CH:7]=[CH:6][CH:5]=1, predict the reactants needed to synthesize it. The reactants are: [CH3:1][NH:2][CH2:3][C:4]1[CH:9]=[CH:8][CH:7]=[CH:6][CH:5]=1.[O:10]1[CH2:15][CH2:14][O:13][C:12]2[CH:16]=[C:17]([C:20]3[NH:21][C:22]4[N:23]([N:27]=[CH:28][C:29]=4[C:30](OCC)=[O:31])[C:24](=[O:26])[CH:25]=3)[CH:18]=[CH:19][C:11]1=2. (9) Given the product [NH2:1][C:2]1[CH:3]=[C:4]([C:37]2[CH:38]=[CH:39][CH:40]=[C:41]3[C:45]=2[N:44]([CH3:46])[N:43]=[C:42]3[N:47]([S:48]([CH3:51])(=[O:49])=[O:50])[C:52](=[O:54])[CH3:53])[C:5]([C@@H:8]([NH:18][C:19](=[O:36])[CH2:20][N:21]2[C:25]3[C:26]([F:30])([F:31])[C@@H:27]4[CH2:29][C@@H:28]4[C:24]=3[C:23]([C:32]([F:35])([F:33])[F:34])=[N:22]2)[CH2:9][C:10]2[CH:11]=[C:12]([F:17])[CH:13]=[C:14]([F:16])[CH:15]=2)=[N:6][CH:7]=1, predict the reactants needed to synthesize it. The reactants are: [NH2:1][C:2]1[CH:3]=[C:4]([C:37]2[CH:38]=[CH:39][CH:40]=[C:41]3[C:45]=2[N:44]([CH3:46])[N:43]=[C:42]3[NH:47][S:48]([CH3:51])(=[O:50])=[O:49])[C:5]([C@@H:8]([NH:18][C:19](=[O:36])[CH2:20][N:21]2[C:25]3[C:26]([F:31])([F:30])[C@@H:27]4[CH2:29][C@@H:28]4[C:24]=3[C:23]([C:32]([F:35])([F:34])[F:33])=[N:22]2)[CH2:9][C:10]2[CH:15]=[C:14]([F:16])[CH:13]=[C:12]([F:17])[CH:11]=2)=[N:6][CH:7]=1.[C:52](OC(=O)C)(=[O:54])[CH3:53].C(N(CC)CC)C. (10) Given the product [CH3:15][C@H:16]1[CH2:21][CH2:20][CH2:19][C@@H:18]([CH3:22])[N:17]1[C:23]1[N:27]2[CH:28]=[C:29]([O:14][C@H:7]3[C:8]4[C:13](=[CH:12][CH:11]=[CH:10][CH:9]=4)[C@@H:4]([NH2:3])[CH2:5][CH2:6]3)[CH:30]=[CH:31][C:26]2=[N:25][N:24]=1, predict the reactants needed to synthesize it. The reactants are: [H-].[Na+].[NH2:3][C@@H:4]1[C:13]2[C:8](=[CH:9][CH:10]=[CH:11][CH:12]=2)[C@H:7]([OH:14])[CH2:6][CH2:5]1.[CH3:15][C@H:16]1[CH2:21][CH2:20][CH2:19][C@@H:18]([CH3:22])[N:17]1[C:23]1[N:27]2[CH:28]=[C:29](F)[CH:30]=[CH:31][C:26]2=[N:25][N:24]=1.